Dataset: Full USPTO retrosynthesis dataset with 1.9M reactions from patents (1976-2016). Task: Predict the reactants needed to synthesize the given product. (1) Given the product [CH:20]1([S:26][C:2]2[N:7]3[N:8]=[C:9]([NH:11][C:12](=[O:19])[C:13]4[CH:18]=[CH:17][CH:16]=[N:15][CH:14]=4)[N:10]=[C:6]3[CH:5]=[CH:4][CH:3]=2)[CH2:25][CH2:24][CH2:23][CH2:22][CH2:21]1, predict the reactants needed to synthesize it. The reactants are: Cl[C:2]1[N:7]2[N:8]=[C:9]([NH:11][C:12](=[O:19])[C:13]3[CH:18]=[CH:17][CH:16]=[N:15][CH:14]=3)[N:10]=[C:6]2[CH:5]=[CH:4][CH:3]=1.[CH:20]1([SH:26])[CH2:25][CH2:24][CH2:23][CH2:22][CH2:21]1. (2) Given the product [OH:38][CH:35]([CH2:34][OH:39])[CH2:36][N:29]1[CH2:28][CH2:27][C:26]2[CH:32]=[CH:33][C:23]([C:20]3[N:19]=[C:18]([C:15]4[CH:16]=[CH:17][C:10]([O:9][CH:7]([CH3:6])[CH3:8])=[C:11]([CH:14]=4)[C:12]#[N:13])[O:22][N:21]=3)=[CH:24][C:25]=2[CH2:31][CH2:30]1, predict the reactants needed to synthesize it. The reactants are: C(O)(=O)C.Cl.[CH3:6][CH:7]([O:9][C:10]1[CH:17]=[CH:16][C:15]([C:18]2[O:22][N:21]=[C:20]([C:23]3[CH:33]=[CH:32][C:26]4[CH2:27][CH2:28][NH:29][CH2:30][CH2:31][C:25]=4[CH:24]=3)[N:19]=2)=[CH:14][C:11]=1[C:12]#[N:13])[CH3:8].[CH2:34]([OH:39])[CH:35]([OH:38])[CH:36]=O.C(O[BH-](OC(=O)C)OC(=O)C)(=O)C.C(=O)([O-])O.[Na+]. (3) Given the product [Cl:18][C:15]1[CH:16]=[CH:17][C:4]2[C:3](=[CH:2][C:27]3[CH:36]=[CH:35][C:30]4[NH:31][C:32](=[O:34])[NH:33][C:29]=4[CH:28]=3)[C:9]3[CH:10]=[CH:11][CH:12]=[CH:13][C:8]=3[CH2:7][O:6][C:5]=2[CH:14]=1, predict the reactants needed to synthesize it. The reactants are: Br[CH:2]=[C:3]1[C:9]2[CH:10]=[CH:11][CH:12]=[CH:13][C:8]=2[CH2:7][O:6][C:5]2[CH:14]=[C:15]([Cl:18])[CH:16]=[CH:17][C:4]1=2.CC1(C)C(C)(C)OB([C:27]2[CH:36]=[CH:35][C:30]3[NH:31][C:32](=[O:34])[NH:33][C:29]=3[CH:28]=2)O1.C([O-])([O-])=O.[Na+].[Na+]. (4) Given the product [F:27][C:28]1[CH:33]=[CH:32][C:31]([C:2]2[C:3](=[O:7])[CH2:4][CH2:5][CH:6]=2)=[CH:30][CH:29]=1, predict the reactants needed to synthesize it. The reactants are: Br[C:2]1[C:3](=[O:7])[CH2:4][CH2:5][CH:6]=1.C1(P(C2C=CC=CC=2)C2C=CC=CC=2)C=CC=CC=1.[F:27][C:28]1[CH:33]=[CH:32][C:31](B(O)O)=[CH:30][CH:29]=1.C(=O)(O)[O-].[Na+]. (5) Given the product [C:7]([C:6]1[CH:9]=[CH:10][C:3]([CH2:1][N:11]2[CH2:14][CH:13]([C:15]([OH:17])=[O:16])[CH2:12]2)=[CH:4][CH:5]=1)#[N:8], predict the reactants needed to synthesize it. The reactants are: [CH:1]([C:3]1[CH:10]=[CH:9][C:6]([C:7]#[N:8])=[CH:5][CH:4]=1)=O.[NH:11]1[CH2:14][CH:13]([C:15]([OH:17])=[O:16])[CH2:12]1.C(O)(=O)C.C(O[BH-](OC(=O)C)OC(=O)C)(=O)C.[Na+]. (6) Given the product [Cl:13][C:5]1[C:4]2[C:9](=[CH:10][CH:11]=[C:2]([NH:25][CH2:24][C:23]3[CH:26]=[CH:27][CH:28]=[C:21]([N:18]4[CH2:17][CH2:16][N:15]([CH3:14])[CH2:20][CH2:19]4)[CH:22]=3)[CH:3]=2)[C:8](=[O:12])[NH:7][N:6]=1, predict the reactants needed to synthesize it. The reactants are: Br[C:2]1[CH:3]=[C:4]2[C:9](=[CH:10][CH:11]=1)[C:8](=[O:12])[NH:7][N:6]=[C:5]2[Cl:13].[CH3:14][N:15]1[CH2:20][CH2:19][N:18]([C:21]2[CH:22]=[C:23]([CH:26]=[CH:27][CH:28]=2)[CH2:24][NH2:25])[CH2:17][CH2:16]1.C1C=CC(P(C2C(C3C(P(C4C=CC=CC=4)C4C=CC=CC=4)=CC=C4C=3C=CC=C4)=C3C(C=CC=C3)=CC=2)C2C=CC=CC=2)=CC=1.CC([O-])(C)C.[Na+]. (7) Given the product [CH2:25]([O:32][C:33]1[CH:34]=[CH:35][C:36]([CH2:39][C@H:40]([O:44][CH2:45][CH3:46])[C:41]([NH:8][C@H:11]([C:12]2[CH:16]=[CH:15][CH:14]=[CH:19][CH:18]=2)[CH2:13][OH:24])=[O:43])=[CH:37][CH:38]=1)[C:26]1[CH:27]=[CH:28][CH:29]=[CH:30][CH:31]=1.[CH2:25]([O:32][C:33]1[CH:34]=[CH:35][C:36]([CH2:39][C@@H:40]([O:44][CH2:45][CH3:46])[C:41]([NH:8][C@H:5]([C:18]2[CH:17]=[CH:16][CH:15]=[CH:14][CH:19]=2)[CH2:6][OH:24])=[O:43])=[CH:37][CH:38]=1)[C:26]1[CH:27]=[CH:28][CH:29]=[CH:30][CH:31]=1, predict the reactants needed to synthesize it. The reactants are: C(Cl)CCl.[CH:5]([N:8]([CH:11]([CH3:13])[CH3:12])CC)(C)[CH3:6].[CH:14]1[CH:15]=[CH:16][C:17]2N(O)N=N[C:18]=2[CH:19]=1.[OH2:24].[CH2:25]([O:32][C:33]1[CH:38]=[CH:37][C:36]([CH2:39][CH:40]([O:44][CH2:45][CH3:46])[C:41]([OH:43])=O)=[CH:35][CH:34]=1)[C:26]1[CH:31]=[CH:30][CH:29]=[CH:28][CH:27]=1. (8) Given the product [C:5]([N:8]1[CH2:13][CH2:12][CH:11]([CH2:14][CH2:15][C:16]([Cl:3])=[O:18])[CH2:10][CH2:9]1)(=[O:7])[CH3:6], predict the reactants needed to synthesize it. The reactants are: S(Cl)([Cl:3])=O.[C:5]([N:8]1[CH2:13][CH2:12][CH:11]([CH2:14][CH2:15][C:16]([OH:18])=O)[CH2:10][CH2:9]1)(=[O:7])[CH3:6]. (9) Given the product [CH3:18][N:2]([CH3:1])[C:3]1[N:4]=[CH:5][C:6]([C:20]2[CH:29]=[CH:28][C:27]3[N:26]=[CH:25][C:24]4[N:30]([CH3:42])[C:31](=[O:41])[N:32]([C:33]5[C:34]([O:39][CH3:40])=[N:35][CH:36]=[CH:37][CH:38]=5)[C:23]=4[C:22]=3[CH:21]=2)=[CH:7][N:8]=1, predict the reactants needed to synthesize it. The reactants are: [CH3:1][N:2]([CH3:18])[C:3]1[N:8]=[CH:7][C:6](B2OC(C)(C)C(C)(C)O2)=[CH:5][N:4]=1.Br[C:20]1[CH:29]=[CH:28][C:27]2[N:26]=[CH:25][C:24]3[N:30]([CH3:42])[C:31](=[O:41])[N:32]([C:33]4[C:34]([O:39][CH3:40])=[N:35][CH:36]=[CH:37][CH:38]=4)[C:23]=3[C:22]=2[CH:21]=1.